The task is: Predict the product of the given reaction.. This data is from Forward reaction prediction with 1.9M reactions from USPTO patents (1976-2016). (1) Given the reactants [Br:1][C:2]1[C:3]([CH3:11])=[C:4]([Cl:10])[C:5]([CH2:8][OH:9])=[N:6][CH:7]=1.CC(OI1(OC(C)=O)(OC(C)=O)OC(=O)C2C=CC=CC1=2)=O, predict the reaction product. The product is: [Br:1][C:2]1[C:3]([CH3:11])=[C:4]([Cl:10])[C:5]([CH:8]=[O:9])=[N:6][CH:7]=1. (2) Given the reactants [F:1][C:2]1[CH:7]=[CH:6][C:5]([C:8]2[C:9]3[CH:21]=[CH:20][C:19](=[O:22])[N:18]([C:23]4[CH:28]=[CH:27][CH:26]=[CH:25][C:24]=4[CH3:29])[C:10]=3[N:11]=[C:12](S(C)(=O)=O)[N:13]=2)=[C:4]([CH3:30])[CH:3]=1.[NH2:31][CH2:32][C:33]([CH3:36])([OH:35])[CH3:34], predict the reaction product. The product is: [F:1][C:2]1[CH:7]=[CH:6][C:5]([C:8]2[C:9]3[CH:21]=[CH:20][C:19](=[O:22])[N:18]([C:23]4[CH:28]=[CH:27][CH:26]=[CH:25][C:24]=4[CH3:29])[C:10]=3[N:11]=[C:12]([NH:31][CH2:32][C:33]([OH:35])([CH3:36])[CH3:34])[N:13]=2)=[C:4]([CH3:30])[CH:3]=1. (3) The product is: [OH:15][CH2:13][CH2:14][N:1]1[C:9]2[C:4](=[CH:5][CH:6]=[CH:7][CH:8]=2)[CH:3]=[CH:2]1. Given the reactants [NH:1]1[C:9]2[C:4](=[CH:5][CH:6]=[CH:7][CH:8]=2)[CH:3]=[CH:2]1.[OH-].[K+].Br[CH:13]([OH:15])[CH3:14], predict the reaction product. (4) Given the reactants C[O-].[Na+].[C:4]([C:6]1[CH:11]=[CH:10][CH:9]=[CH:8][N:7]=1)#[N:5].[Cl-:12].[NH4+:13], predict the reaction product. The product is: [ClH:12].[N:7]1[CH:8]=[CH:9][CH:10]=[CH:11][C:6]=1[C:4]([NH2:13])=[NH:5]. (5) Given the reactants C(OC(=O)C([S:7][C:8]1[S:12][C:11]([NH:13][C:14]([N:16](CC2CCCC2)[C:17]2[CH:22]=[CH:21][CH:20]=[C:19]([C:23](=[O:26])[NH:24][CH3:25])[CH:18]=2)=[O:15])=[N:10][CH:9]=1)C)C.C1(N(C2C=CC(S(C)(=O)=O)=CC=2)C(=O)N(C)C2SC=[C:45]([CH2:47][C:48]([OH:50])=[O:49])N=2)CCCC1.[CH:63]1(CNC2C=C(C=CC=2)C(NC)=O)[CH2:67][CH2:66][CH2:65][CH2:64]1.[CH2:80](OC(=O)C(SC1SC(N)=NC=1)C)C, predict the reaction product. The product is: [CH:63]1([N:16]([C:17]2[CH:22]=[CH:21][CH:20]=[C:19]([C:23](=[O:26])[NH:24][CH3:25])[CH:18]=2)[C:14](=[O:15])[N:13]([CH3:80])[C:11]2[S:12][C:8]([S:7][CH2:45][CH2:47][C:48]([OH:50])=[O:49])=[CH:9][N:10]=2)[CH2:67][CH2:66][CH2:65][CH2:64]1. (6) Given the reactants [C:1]([O:5][C:6]([NH:8][C:9]1[C:14]([C:15](O)=[O:16])=[C:13]([O:18][CH3:19])[C:12]([CH2:20][N:21]2[CH2:26][CH2:25][O:24][CH2:23][CH2:22]2)=[C:11]([O:27][CH3:28])[CH:10]=1)=[O:7])([CH3:4])([CH3:3])[CH3:2].CC[N:31]=C=NCCCN(C)C.Cl.Cl.C1C=CC2N(O)N=NC=2C=1.C(N(CC)CC)C.[OH-].[NH4+], predict the reaction product. The product is: [C:1]([O:5][C:6](=[O:7])[NH:8][C:9]1[CH:10]=[C:11]([O:27][CH3:28])[C:12]([CH2:20][N:21]2[CH2:22][CH2:23][O:24][CH2:25][CH2:26]2)=[C:13]([O:18][CH3:19])[C:14]=1[C:15](=[O:16])[NH2:31])([CH3:4])([CH3:3])[CH3:2].